This data is from Full USPTO retrosynthesis dataset with 1.9M reactions from patents (1976-2016). The task is: Predict the reactants needed to synthesize the given product. (1) Given the product [CH:1]1(/[CH:4]=[C:5](\[CH3:9])/[C:6]([O:8][Si:23]([CH2:28][CH3:29])([CH2:26][CH3:27])[CH2:24][CH3:25])=[CH2:7])[CH2:3][CH2:2]1, predict the reactants needed to synthesize it. The reactants are: [CH:1]1(/[CH:4]=[C:5](\[CH3:9])/[C:6](=[O:8])[CH3:7])[CH2:3][CH2:2]1.C(N(CC)CC)C.FC(F)(F)S(O[Si:23]([CH2:28][CH3:29])([CH2:26][CH3:27])[CH2:24][CH3:25])(=O)=O. (2) Given the product [NH2:23][C:4]1[N:3]=[C:2]([C:31]2[CH:30]=[CH:29][C:26]([C:27]#[N:28])=[C:25]([F:24])[CH:32]=2)[CH:7]=[C:6]([N:8]2[CH2:13][CH2:12][O:11][CH:10]([C:14]3[NH:15][C:16]4[CH:21]=[CH:20][N:19]=[CH:18][C:17]=4[N:22]=3)[CH2:9]2)[N:5]=1, predict the reactants needed to synthesize it. The reactants are: Cl[C:2]1[CH:7]=[C:6]([N:8]2[CH2:13][CH2:12][O:11][CH:10]([C:14]3[NH:15][C:16]4[CH:21]=[CH:20][N:19]=[CH:18][C:17]=4[N:22]=3)[CH2:9]2)[N:5]=[C:4]([NH2:23])[N:3]=1.[F:24][C:25]1[CH:32]=[C:31](B2OC(C)(C)C(C)(C)O2)[CH:30]=[CH:29][C:26]=1[C:27]#[N:28].C([O-])([O-])=O.[Na+].[Na+]. (3) Given the product [C:5]([C:4]1[CH:3]=[C:2]([NH:1][C:13]2[C:18]([N+:19]([O-:21])=[O:20])=[CH:17][CH:16]=[C:15]([Cl:22])[N:14]=2)[CH:9]=[CH:8][CH:7]=1)#[N:6], predict the reactants needed to synthesize it. The reactants are: [NH2:1][C:2]1[CH:3]=[C:4]([CH:7]=[CH:8][CH:9]=1)[C:5]#[N:6].[OH-].[Na+].Cl[C:13]1[C:18]([N+:19]([O-:21])=[O:20])=[CH:17][CH:16]=[C:15]([Cl:22])[N:14]=1. (4) Given the product [Cl:21][CH2:20][CH2:19][CH2:18][O:17][C:15]1[CH:16]=[C:11]2[CH:10]=[C:9]([C:22]([N:24]3[CH2:25][CH2:26][C:27]([F:31])([F:30])[CH2:28][CH2:29]3)=[O:23])[NH:8][C:12]2=[N:13][CH:14]=1, predict the reactants needed to synthesize it. The reactants are: C(OC([N:8]1[C:12]2=[N:13][CH:14]=[C:15]([O:17][CH2:18][CH2:19][CH2:20][Cl:21])[CH:16]=[C:11]2[CH:10]=[C:9]1[C:22]([N:24]1[CH2:29][CH2:28][C:27]([F:31])([F:30])[CH2:26][CH2:25]1)=[O:23])=O)(C)(C)C.FC(F)(F)C(O)=O. (5) Given the product [NH2:1][C:2]1[C:3]2[C:29]([CH3:35])([C:30]([NH:37][NH2:38])=[O:32])[C:28](=[O:36])[NH:27][C:4]=2[N:5]=[C:6]([C:8]2[C:16]3[C:11](=[CH:12][C:13]([Cl:17])=[CH:14][CH:15]=3)[N:10]([CH2:18][CH2:19][C:20]([F:26])([F:25])[C:21]([F:24])([F:22])[F:23])[N:9]=2)[N:7]=1, predict the reactants needed to synthesize it. The reactants are: [NH2:1][C:2]1[C:3]2[C:29]([CH3:35])([C:30]([O:32]CC)=O)[C:28](=[O:36])[NH:27][C:4]=2[N:5]=[C:6]([C:8]2[C:16]3[C:11](=[CH:12][C:13]([Cl:17])=[CH:14][CH:15]=3)[N:10]([CH2:18][CH2:19][C:20]([F:26])([F:25])[C:21]([F:24])([F:23])[F:22])[N:9]=2)[N:7]=1.[NH2:37][NH2:38]. (6) Given the product [CH3:15][O:14][C:12](=[O:13])[CH2:11][O:7][CH2:6][C:5]#[C:4][CH2:3][OH:8], predict the reactants needed to synthesize it. The reactants are: [H-].[Na+].[CH2:3]([OH:8])[C:4]#[C:5][CH2:6][OH:7].BrC[CH2:11][C:12]([O:14][CH3:15])=[O:13]. (7) Given the product [Br:1][C:2]1[C:3]2[O:10][C:11](=[S:12])[O:9][C:4]=2[C:5]([F:8])=[CH:6][CH:7]=1, predict the reactants needed to synthesize it. The reactants are: [Br:1][C:2]1[CH:7]=[CH:6][C:5]([F:8])=[C:4]([OH:9])[C:3]=1[OH:10].[C:11](Cl)(Cl)=[S:12].[OH-].[Na+].